This data is from Forward reaction prediction with 1.9M reactions from USPTO patents (1976-2016). The task is: Predict the product of the given reaction. (1) Given the reactants [CH:1]1[C:10]2[C:5](=[CH:6][CH:7]=[CH:8][CH:9]=2)[CH:4]=[CH:3][C:2]=1[C:11]1[CH:16]=[CH:15][N:14]=[C:13](C=O)[N:12]=1.[N:19]1([CH:26]=[O:27])[CH2:25][CH2:24][CH2:23][NH:22][CH2:21][CH2:20]1.C(O[BH-](OC(=O)C)OC(=O)C)(=O)C.[Na+], predict the reaction product. The product is: [CH:1]1[C:10]2[C:5](=[CH:6][CH:7]=[CH:8][CH:9]=2)[CH:4]=[CH:3][C:2]=1[C:11]1[CH:16]=[CH:15][N:14]=[C:13]([N:22]2[CH2:23][CH2:24][CH2:25][N:19]([CH:26]=[O:27])[CH2:20][CH2:21]2)[N:12]=1. (2) Given the reactants [CH3:1][S:2]([N:5]1[CH2:10][CH2:9][N:8]([C:11]2[CH:16]=[CH:15][C:14](B3OC(C)(C)C(C)(C)O3)=[CH:13][CH:12]=2)[CH2:7][CH2:6]1)(=[O:4])=[O:3].[C:26]([O:30][C:31]([N:33]1[CH:38]2[CH2:39][CH2:40][CH:34]1[CH:35]=[C:36](OS(C(F)(F)F)(=O)=O)[CH2:37]2)=[O:32])([CH3:29])([CH3:28])[CH3:27].C([O-])([O-])=O.[K+].[K+].C(OCC)(=O)C, predict the reaction product. The product is: [C:26]([O:30][C:31]([N:33]1[CH:38]2[CH2:39][CH2:40][CH:34]1[CH:35]=[C:36]([C:14]1[CH:13]=[CH:12][C:11]([N:8]3[CH2:7][CH2:6][N:5]([S:2]([CH3:1])(=[O:3])=[O:4])[CH2:10][CH2:9]3)=[CH:16][CH:15]=1)[CH2:37]2)=[O:32])([CH3:29])([CH3:27])[CH3:28].